From a dataset of Forward reaction prediction with 1.9M reactions from USPTO patents (1976-2016). Predict the product of the given reaction. (1) Given the reactants [O:1]1[C:5]2[CH:6]=[CH:7][CH:8]=[CH:9][C:4]=2[CH:3]=[CH:2]1.[Li:10]CCCC.[S:15](=[O:17])=[O:16], predict the reaction product. The product is: [Li+:10].[O:1]1[C:5]2[CH:6]=[CH:7][CH:8]=[CH:9][C:4]=2[CH:3]=[C:2]1[S:15]([O-:17])=[O:16]. (2) Given the reactants [C:1]1([C@H:7]([NH2:11])[CH2:8][CH2:9][CH3:10])[CH:6]=[CH:5][CH:4]=[CH:3][CH:2]=1.Br[CH2:13][C:14]1[CH:23]=[CH:22][C:17]([C:18]([O:20][CH3:21])=[O:19])=[CH:16][CH:15]=1.C([O-])([O-])=O.[K+].[K+], predict the reaction product. The product is: [C:1]1([C@H:7]([NH:11][CH2:13][C:14]2[CH:23]=[CH:22][C:17]([C:18]([O:20][CH3:21])=[O:19])=[CH:16][CH:15]=2)[CH2:8][CH2:9][CH3:10])[CH:6]=[CH:5][CH:4]=[CH:3][CH:2]=1.